Dataset: Full USPTO retrosynthesis dataset with 1.9M reactions from patents (1976-2016). Task: Predict the reactants needed to synthesize the given product. Given the product [Cl:42][C:39]1[CH:40]=[CH:41][C:28]2[N:27]([C:25]([C:22]3[CH:23]=[CH:24][C:19]([CH2:18][NH:17][C:10](=[O:14])[CH:11]([CH3:13])[CH3:12])=[C:20]([F:43])[CH:21]=3)=[O:26])[CH2:36][C:35]3[CH:34]=[N:33][N:32]([CH3:37])[C:31]=3[NH:30][C:29]=2[CH:38]=1, predict the reactants needed to synthesize it. The reactants are: CCN(C(C)C)C(C)C.[C:10](Cl)(=[O:14])[CH:11]([CH3:13])[CH3:12].Cl.[NH2:17][CH2:18][C:19]1[CH:24]=[CH:23][C:22]([C:25]([N:27]2[CH2:36][C:35]3[CH:34]=[N:33][N:32]([CH3:37])[C:31]=3[NH:30][C:29]3[CH:38]=[C:39]([Cl:42])[CH:40]=[CH:41][C:28]2=3)=[O:26])=[CH:21][C:20]=1[F:43].C1C(N=NC2C(=O)N(C3C=CC(S([O-])(=O)=O)=CC=3)N=C2C([O-])=O)=CC=C(S([O-])(=O)=O)C=1.[Na+].[Na+].[Na+].